From a dataset of Forward reaction prediction with 1.9M reactions from USPTO patents (1976-2016). Predict the product of the given reaction. (1) Given the reactants [C:1]([O:4][C@H:5]([C:71]1[CH:76]=[CH:75][C:74]([F:77])=[CH:73][CH:72]=1)[CH2:6][CH2:7][C@H:8]1[C:11](=[O:12])[N:10]([C:13]2[CH:18]=[CH:17][C:16](OS(C(F)(F)F)(=O)=O)=[CH:15][CH:14]=2)[C@@H:9]1[C:27]1[CH:32]=[CH:31][C:30]([C:33]2[CH:38]=[CH:37][C:36]([C:39]#[C:40][CH2:41][CH:42]([C:53]([O:55][CH2:56][C:57]3[CH:62]=[CH:61][CH:60]=[CH:59][CH:58]=3)=[O:54])[C:43]([O:45][CH2:46][C:47]3[CH:52]=[CH:51][CH:50]=[CH:49][CH:48]=3)=[O:44])=[CH:35][CH:34]=2)=[CH:29][C:28]=1[O:63][CH2:64][C:65]1[CH:70]=[CH:69][CH:68]=[CH:67][CH:66]=1)(=[O:3])[CH3:2].[C:78]([C:80]1[N:84]([CH3:85])[CH:83]=[N:82][CH:81]=1)#[CH:79], predict the reaction product. The product is: [C:1]([O:4][C@H:5]([C:71]1[CH:76]=[CH:75][C:74]([F:77])=[CH:73][CH:72]=1)[CH2:6][CH2:7][C@H:8]1[C:11](=[O:12])[N:10]([C:13]2[CH:14]=[CH:15][C:16]([C:79]#[C:78][C:80]3[N:84]([CH3:85])[CH:83]=[N:82][CH:81]=3)=[CH:17][CH:18]=2)[C@@H:9]1[C:27]1[CH:32]=[CH:31][C:30]([C:33]2[CH:38]=[CH:37][C:36]([C:39]#[C:40][CH2:41][CH:42]([C:53]([O:55][CH2:56][C:57]3[CH:58]=[CH:59][CH:60]=[CH:61][CH:62]=3)=[O:54])[C:43]([O:45][CH2:46][C:47]3[CH:52]=[CH:51][CH:50]=[CH:49][CH:48]=3)=[O:44])=[CH:35][CH:34]=2)=[CH:29][C:28]=1[O:63][CH2:64][C:65]1[CH:66]=[CH:67][CH:68]=[CH:69][CH:70]=1)(=[O:3])[CH3:2]. (2) Given the reactants [Cl:1][C:2]1[N:3]=[CH:4][NH:5][C:6]=1[Cl:7].[OH-].[K+].[Br:10][CH2:11][CH2:12][CH2:13][CH2:14][CH2:15][C:16]([OH:18])=[O:17].Br[CH2:20][CH2:21][C:22]1[C:31]2[C:26](=[CH:27][CH:28]=[CH:29][CH:30]=2)[CH:25]=[CH:24][CH:23]=1.Br, predict the reaction product. The product is: [Br-:10].[C:16]([CH2:15][CH2:14][CH2:13][CH2:12][CH2:11][N:3]1[C:2]([Cl:1])=[C:6]([Cl:7])[N+:5]([CH2:20][CH2:21][C:22]2[C:31]3[C:26](=[CH:27][CH:28]=[CH:29][CH:30]=3)[CH:25]=[CH:24][CH:23]=2)=[CH:4]1)([OH:18])=[O:17]. (3) Given the reactants [C:1]([NH:8][N:9]1[C:15](=[O:16])[CH2:14][C:13]2[CH:17]=[CH:18][CH:19]=[CH:20][C:12]=2[C:11]2[CH:21]=[CH:22][CH:23]=[CH:24][C:10]1=2)([O:3][C:4]([CH3:7])([CH3:6])[CH3:5])=[O:2].C([O-])([O-])=O.[Cs+].[Cs+].I[CH2:32][CH:33]([CH3:35])[CH3:34], predict the reaction product. The product is: [C:1]([NH:8][N:9]1[C:15](=[O:16])[CH:14]([CH2:32][CH:33]([CH3:35])[CH3:34])[C:13]2[CH:17]=[CH:18][CH:19]=[CH:20][C:12]=2[C:11]2[CH:21]=[CH:22][CH:23]=[CH:24][C:10]1=2)([O:3][C:4]([CH3:7])([CH3:6])[CH3:5])=[O:2].